From a dataset of Full USPTO retrosynthesis dataset with 1.9M reactions from patents (1976-2016). Predict the reactants needed to synthesize the given product. (1) Given the product [CH:17]1([N:4]2[CH2:5][CH2:6][N:1]([C:7]([O:9][C:10]([CH3:13])([CH3:12])[CH3:11])=[O:8])[CH2:2][CH2:3]2)[CH2:19][CH2:18]1, predict the reactants needed to synthesize it. The reactants are: [N:1]1([C:7]([O:9][C:10]([CH3:13])([CH3:12])[CH3:11])=[O:8])[CH2:6][CH2:5][NH:4][CH2:3][CH2:2]1.C(O[C:17]1(O[Si](C)(C)C)[CH2:19][CH2:18]1)C.C(O)(=O)C.C([BH3-])#N.[Na+]. (2) The reactants are: [F:1][C:2]([F:19])([F:18])[C:3]1[C:4]([N:9]2[CH2:14][CH2:13][N:12]([C:15]([NH2:17])=[NH:16])[CH2:11][CH2:10]2)=[N:5][CH:6]=[CH:7][CH:8]=1.[C:20]1([C:26](=O)[C:27]([C:29]2[CH:34]=[CH:33][C:32]([C:35]([F:38])([F:37])[F:36])=[CH:31][CH:30]=2)=O)[CH:25]=[CH:24][CH:23]=[CH:22][CH:21]=1.C(N(CC)C(C)C)(C)C. Given the product [C:20]1([C:26]2[N:16]=[C:15]([N:12]3[CH2:13][CH2:14][N:9]([C:4]4[C:3]([C:2]([F:1])([F:18])[F:19])=[CH:8][CH:7]=[CH:6][N:5]=4)[CH2:10][CH2:11]3)[NH:17][C:27]=2[C:29]2[CH:30]=[CH:31][C:32]([C:35]([F:36])([F:37])[F:38])=[CH:33][CH:34]=2)[CH:21]=[CH:22][CH:23]=[CH:24][CH:25]=1, predict the reactants needed to synthesize it.